Dataset: Forward reaction prediction with 1.9M reactions from USPTO patents (1976-2016). Task: Predict the product of the given reaction. (1) Given the reactants [Br:1][C:2]1[CH:14]=[CH:13][C:5]([O:6][C:7]([CH3:12])([CH3:11])[C:8]([Cl:10])=[O:9])=[CH:4][CH:3]=1.[CH3:15][N:16]1[CH2:21][CH2:20][NH:19][CH2:18][CH2:17]1.Cl, predict the reaction product. The product is: [Br:1][C:2]1[CH:14]=[CH:13][C:5]([O:6][C:7]([CH3:12])([CH3:11])[C:8]([N:19]2[CH2:20][CH2:21][N:16]([CH3:15])[CH2:17][CH2:18]2)=[O:9])=[CH:4][CH:3]=1.[ClH:10].[Br:1][C:2]1[CH:14]=[CH:13][C:5]([O:6][C:7]([CH3:12])([CH3:11])[C:8]([N:19]2[CH2:20][CH2:21][N:16]([CH3:15])[CH2:17][CH2:18]2)=[O:9])=[CH:4][CH:3]=1. (2) Given the reactants C[O:2][C:3]([C:5]1[CH:19]=[CH:18][C:8]2[O:9][CH:10]=[C:11]([CH2:12][CH2:13][NH:14][C:15](=[O:17])[CH3:16])[C:7]=2[CH:6]=1)=O.[OH-].[NH4+:21], predict the reaction product. The product is: [C:15]([NH:14][CH2:13][CH2:12][C:11]1[C:7]2[CH:6]=[C:5]([C:3]([NH2:21])=[O:2])[CH:19]=[CH:18][C:8]=2[O:9][CH:10]=1)(=[O:17])[CH3:16]. (3) Given the reactants Cl[Sn]Cl.[CH3:4][C:5]1([CH3:45])[N:9]([CH2:10][CH2:11][CH2:12][CH2:13][CH2:14][CH2:15][CH2:16][CH2:17][CH2:18][S:19][CH2:20][CH2:21][CH2:22][C:23]([F:29])([F:28])[C:24]([F:27])([F:26])[F:25])[C:8](=[O:30])[N:7]([C:31]2[CH:36]=[CH:35][C:34]([N+:37]([O-])=O)=[C:33]([C:40]([F:43])([F:42])[F:41])[CH:32]=2)[C:6]1=[O:44].C([O-])(O)=O.[Na+], predict the reaction product. The product is: [NH2:37][C:34]1[CH:35]=[CH:36][C:31]([N:7]2[C:6](=[O:44])[C:5]([CH3:45])([CH3:4])[N:9]([CH2:10][CH2:11][CH2:12][CH2:13][CH2:14][CH2:15][CH2:16][CH2:17][CH2:18][S:19][CH2:20][CH2:21][CH2:22][C:23]([F:28])([F:29])[C:24]([F:25])([F:26])[F:27])[C:8]2=[O:30])=[CH:32][C:33]=1[C:40]([F:43])([F:42])[F:41]. (4) Given the reactants [I:1][C:2]1[C:10]2[C:5](=[N:6][CH:7]=[N:8][C:9]=2[NH2:11])[NH:4][N:3]=1.[C:12]([O:16][C:17]([N:19]1[CH2:24][CH2:23][CH2:22][C@H:21](O)[CH2:20]1)=[O:18])([CH3:15])([CH3:14])[CH3:13].C1C=CC(P(C2C=CC=CC=2)C2C=CC=CC=2)=CC=1.CC(OC(/N=N/C(OC(C)C)=O)=O)C, predict the reaction product. The product is: [NH2:11][C:9]1[N:8]=[CH:7][N:6]=[C:5]2[N:4]([C@@H:23]3[CH2:22][CH2:21][CH2:20][N:19]([C:17]([O:16][C:12]([CH3:15])([CH3:14])[CH3:13])=[O:18])[CH2:24]3)[N:3]=[C:2]([I:1])[C:10]=12. (5) Given the reactants C1(O)C=CC=CC=1.[C:8]([O:12][C:13]([N:15]1[CH2:20][CH2:19][N:18]([CH2:21][C:22]2[CH:27]=[CH:26][CH:25]=[C:24]([C:28]3[CH:33]=[CH:32][N:31]=[C:30]([Cl:34])[N:29]=3)[CH:23]=2)[CH2:17][C@@H:16]1[CH3:35])=[O:14])([CH3:11])([CH3:10])[CH3:9].NCCC1C=CC(O)=CC=1, predict the reaction product. The product is: [C:8]([O:12][C:13]([N:15]1[CH2:20][CH2:19][N:18]([CH2:21][C:22]2[CH:27]=[CH:26][CH:25]=[C:24]([C:28]3[CH:33]=[CH:32][N:31]=[C:30]([Cl:34])[N:29]=3)[CH:23]=2)[CH2:17][C@H:16]1[CH3:35])=[O:14])([CH3:11])([CH3:9])[CH3:10]. (6) Given the reactants Cl.[CH3:2][NH:3][O:4][CH3:5].[Br:6][C:7]1[C:11]([C:12](Cl)=[O:13])=[CH:10][N:9]([CH2:15][C:16]2[CH:21]=[CH:20][C:19]([O:22][CH3:23])=[CH:18][CH:17]=2)[N:8]=1, predict the reaction product. The product is: [CH3:23][O:22][C:19]1[CH:20]=[CH:21][C:16]([CH2:15][N:9]2[CH:10]=[C:11]([C:12]([N:3]([O:4][CH3:5])[CH3:2])=[O:13])[C:7]([Br:6])=[N:8]2)=[CH:17][CH:18]=1.